Dataset: Reaction yield outcomes from USPTO patents with 853,638 reactions. Task: Predict the reaction yield, written as a fraction of the theoretical maximum amount of product (1.0 means a 100% yield; for example, 0.34 means a 34% yield). (1) The reactants are [C:1]([O:5][C:6]([NH:8][CH:9]1[CH:14](OS(C)(=O)=O)[CH2:13][CH2:12][CH:11]([C:20]([O:22][CH2:23][CH3:24])=[O:21])[CH2:10]1)=[O:7])([CH3:4])([CH3:3])[CH3:2].[N-:25]=[N+:26]=[N-:27].[Na+]. The catalyst is CS(C)=O.C(OCC)(=O)C. The product is [N:25]([CH:14]1[CH2:13][CH2:12][CH:11]([C:20]([O:22][CH2:23][CH3:24])=[O:21])[CH2:10][CH:9]1[NH:8][C:6]([O:5][C:1]([CH3:4])([CH3:3])[CH3:2])=[O:7])=[N+:26]=[N-:27]. The yield is 0.440. (2) The reactants are N1C=CC=[CH:3][C:2]=1[S:7][S:8][C:9]1[CH:14]=[CH:13][CH:12]=[CH:11][N:10]=1.Cl.[NH2:16]CCS. The catalyst is CO.C(O)(=O)C. The product is [N:10]1[CH:11]=[CH:12][CH:13]=[CH:14][C:9]=1[S:8][S:7][CH2:2][CH2:3][NH2:16]. The yield is 0.740.